This data is from Catalyst prediction with 721,799 reactions and 888 catalyst types from USPTO. The task is: Predict which catalyst facilitates the given reaction. (1) Reactant: [C:1]([NH2:11])(=O)[CH:2]=[CH:3][C:4]1[CH:9]=[CH:8][CH:7]=[CH:6][CH:5]=1.COC1C=CC(P2(SP(C3C=CC(OC)=CC=3)(=S)S2)=[S:21])=CC=1.Br[CH:35]([CH3:43])[C:36](=O)[CH2:37][C:38]([O:40][CH3:41])=[O:39]. Product: [CH3:43][C:35]1[S:21][C:1]([CH:2]=[CH:3][C:4]2[CH:9]=[CH:8][CH:7]=[CH:6][CH:5]=2)=[N:11][C:36]=1[CH2:37][C:38]([O:40][CH3:41])=[O:39]. The catalyst class is: 7. (2) Reactant: Br[CH:2]([CH:16]([CH3:18])[CH3:17])[CH2:3][N-:4][C:5]1[CH:10]=[CH:9][CH:8]=[C:7]([C:11]([CH3:14])([CH3:13])[CH3:12])[C:6]=1[OH:15].C(=O)([O-])[O-:20].[K+].[K+].Cl.O. Product: [C:11]([C:7]1[C:6]2[O:15][CH:2]([CH:16]([CH3:18])[CH3:17])[C:3](=[O:20])[NH:4][C:5]=2[CH:10]=[CH:9][CH:8]=1)([CH3:14])([CH3:13])[CH3:12]. The catalyst class is: 9.